This data is from Catalyst prediction with 721,799 reactions and 888 catalyst types from USPTO. The task is: Predict which catalyst facilitates the given reaction. (1) Reactant: [C:1]12([NH:11][CH2:12][C:13]3[CH:18]=[CH:17][C:16](/[CH:19]=[CH:20]/[C:21](O)=[O:22])=[CH:15][CH:14]=3)[CH2:10][CH:5]3[CH2:6][CH:7]([CH2:9][CH:3]([CH2:4]3)[CH2:2]1)[CH2:8]2.Cl.CN(C)CCCN=C=NCC.O[N:37]1[C:41]2[CH:42]=[CH:43][CH:44]=[CH:45][C:40]=2[N:39]=N1.C1(N)C=CC=CC=1N.C(N(CC)CC)C. Product: [NH2:37][C:41]1[CH:42]=[CH:43][CH:44]=[CH:45][C:40]=1[NH:39][C:21](=[O:22])/[CH:20]=[CH:19]/[C:16]1[CH:17]=[CH:18][C:13]([CH2:12][NH:11][C:1]23[CH2:10][CH:5]4[CH2:4][CH:3]([CH2:9][CH:7]([CH2:6]4)[CH2:8]2)[CH2:2]3)=[CH:14][CH:15]=1. The catalyst class is: 35. (2) Reactant: [OH:1][C@:2]([C:25]1[N:30]=[CH:29][CH:28]=[CH:27][N:26]=1)([CH3:24])[C:3]#[C:4][C:5]1[CH:6]=[C:7]([N:11]2[C:19]3[C:14](=[CH:15][CH:16]=[CH:17][CH:18]=3)[C:13]([C:20]([O:22]C)=O)=[N:12]2)[CH:8]=[CH:9][CH:10]=1.[NH3:31]. Product: [OH:1][C@:2]([C:25]1[N:26]=[CH:27][CH:28]=[CH:29][N:30]=1)([CH3:24])[C:3]#[C:4][C:5]1[CH:6]=[C:7]([N:11]2[C:19]3[C:14](=[CH:15][CH:16]=[CH:17][CH:18]=3)[C:13]([C:20]([NH2:31])=[O:22])=[N:12]2)[CH:8]=[CH:9][CH:10]=1. The catalyst class is: 5. (3) Reactant: [F:1][C:2]1[CH:7]=[CH:6][C:5]([C:8]2[C:16]3[C:11](=[N:12][CH:13]=[N:14][C:15]=3[NH2:17])[N:10]([CH:18]([CH3:20])[CH3:19])[N:9]=2)=[CH:4][C:3]=1[O:21]C.B(Br)(Br)Br. Product: [NH2:17][C:15]1[N:14]=[CH:13][N:12]=[C:11]2[N:10]([CH:18]([CH3:20])[CH3:19])[N:9]=[C:8]([C:5]3[CH:6]=[CH:7][C:2]([F:1])=[C:3]([OH:21])[CH:4]=3)[C:16]=12. The catalyst class is: 2. (4) Reactant: [CH:1]1([CH2:7][CH2:8][CH2:9][C@@H:10]([C:19]2[O:23][N:22]=[C:21]([CH2:24][N:25]([CH3:30])[S:26]([CH3:29])(=[O:28])=[O:27])[N:20]=2)[CH2:11][C:12]([O:14]C(C)(C)C)=[O:13])[CH2:6][CH2:5][CH2:4][CH2:3][CH2:2]1. Product: [CH:1]1([CH2:7][CH2:8][CH2:9][C@@H:10]([C:19]2[O:23][N:22]=[C:21]([CH2:24][N:25]([CH3:30])[S:26]([CH3:29])(=[O:28])=[O:27])[N:20]=2)[CH2:11][C:12]([OH:14])=[O:13])[CH2:6][CH2:5][CH2:4][CH2:3][CH2:2]1. The catalyst class is: 89. (5) Reactant: [CH:1]([C:3]1[CH:8]=[CH:7][CH:6]=[C:5]([N+:9]([O-:11])=[O:10])[C:4]=1[O:12][CH2:13][C:14]([O:16][CH3:17])=[O:15])=O.[Cl-].[CH3:19][O:20][CH2:21][P+](C1C=CC=CC=1)(C1C=CC=CC=1)C1C=CC=CC=1.C(=O)([O-])[O-].[K+].[K+].C1OCCOCCOCCOCCOCCOC1. The catalyst class is: 1. Product: [CH3:17][O:16][C:14](=[O:15])[CH2:13][O:12][C:4]1[C:5]([N+:9]([O-:11])=[O:10])=[CH:6][CH:7]=[CH:8][C:3]=1[CH:1]=[CH:19][O:20][CH3:21]. (6) Reactant: [Cl:1][C:2]1[CH:3]=[C:4]([C:9]2([CH2:32][OH:33])[CH2:14][CH2:13][CH2:12][N:11]3[C:15]([C:18]4[CH:23]=[CH:22][C:21]([C:24]5[O:28][C:27]([CH3:29])=[N:26][CH:25]=5)=[C:20]([O:30][CH3:31])[CH:19]=4)=[N:16][N:17]=[C:10]23)[CH:5]=[CH:6][C:7]=1[Cl:8].[CH3:34][C:35]1[CH:40]=[CH:39][C:38]([S:41](Cl)(=[O:43])=[O:42])=[CH:37][CH:36]=1.O. Product: [CH3:34][C:35]1[CH:40]=[CH:39][C:38]([S:41]([O:33][CH2:32][C:9]2([C:4]3[CH:5]=[CH:6][C:7]([Cl:8])=[C:2]([Cl:1])[CH:3]=3)[CH2:14][CH2:13][CH2:12][N:11]3[C:15]([C:18]4[CH:23]=[CH:22][C:21]([C:24]5[O:28][C:27]([CH3:29])=[N:26][CH:25]=5)=[C:20]([O:30][CH3:31])[CH:19]=4)=[N:16][N:17]=[C:10]23)(=[O:43])=[O:42])=[CH:37][CH:36]=1. The catalyst class is: 17. (7) Reactant: CS(O[CH2:6][C@H:7]1[N:18]2[C:19]3[C:10](=[C:11]([F:21])[CH:12]=[N:13][C:14]=3[CH:15]=[CH:16][C:17]2=[O:20])[S:9][CH2:8]1)(=O)=O.N1C=CC=CC=1.[NH:28]1[CH2:33][CH2:32][CH:31]([NH:34][C:35](=[O:41])[O:36][C:37]([CH3:40])([CH3:39])[CH3:38])[CH2:30][CH2:29]1. Product: [F:21][C:11]1[CH:12]=[N:13][C:14]2[CH:15]=[CH:16][C:17](=[O:20])[N:18]3[C@H:7]([CH2:6][N:28]4[CH2:29][CH2:30][CH:31]([NH:34][C:35](=[O:41])[O:36][C:37]([CH3:39])([CH3:38])[CH3:40])[CH2:32][CH2:33]4)[CH2:8][S:9][C:10]=1[C:19]=23. The catalyst class is: 115. (8) Reactant: [Cl:1][C:2]1[CH:7]=[CH:6][C:5]([NH:8][C:9]2[CH:10]=[CH:11][C:12]([C:15](=[N:17]O)[CH3:16])=[N:13][CH:14]=2)=[C:4]([C:19]([F:22])([F:21])[F:20])[CH:3]=1.Cl.O. Product: [NH2:17][CH:15]([C:12]1[N:13]=[CH:14][C:9]([NH:8][C:5]2[CH:6]=[CH:7][C:2]([Cl:1])=[CH:3][C:4]=2[C:19]([F:22])([F:21])[F:20])=[CH:10][CH:11]=1)[CH3:16]. The catalyst class is: 284.